Dataset: NCI-60 drug combinations with 297,098 pairs across 59 cell lines. Task: Regression. Given two drug SMILES strings and cell line genomic features, predict the synergy score measuring deviation from expected non-interaction effect. (1) Drug 1: C1=CC(=CC=C1CC(C(=O)O)N)N(CCCl)CCCl.Cl. Drug 2: C1CCC(C(C1)N)N.C(=O)(C(=O)[O-])[O-].[Pt+4]. Cell line: MCF7. Synergy scores: CSS=29.2, Synergy_ZIP=-13.0, Synergy_Bliss=-8.48, Synergy_Loewe=-31.5, Synergy_HSA=-5.56. (2) Drug 1: COC1=CC(=CC(=C1O)OC)C2C3C(COC3=O)C(C4=CC5=C(C=C24)OCO5)OC6C(C(C7C(O6)COC(O7)C8=CC=CS8)O)O. Drug 2: C1=NC2=C(N1)C(=S)N=CN2. Cell line: IGROV1. Synergy scores: CSS=32.8, Synergy_ZIP=-6.00, Synergy_Bliss=1.78, Synergy_Loewe=-13.0, Synergy_HSA=2.17. (3) Drug 1: C1=NC2=C(N=C(N=C2N1C3C(C(C(O3)CO)O)O)F)N. Drug 2: CC1CCCC2(C(O2)CC(NC(=O)CC(C(C(=O)C(C1O)C)(C)C)O)C(=CC3=CSC(=N3)C)C)C. Cell line: SN12C. Synergy scores: CSS=40.9, Synergy_ZIP=-4.50, Synergy_Bliss=-8.20, Synergy_Loewe=-13.0, Synergy_HSA=-4.20. (4) Drug 1: CC1=CC2C(CCC3(C2CCC3(C(=O)C)OC(=O)C)C)C4(C1=CC(=O)CC4)C. Drug 2: CCN(CC)CCCC(C)NC1=C2C=C(C=CC2=NC3=C1C=CC(=C3)Cl)OC. Cell line: SF-295. Synergy scores: CSS=19.0, Synergy_ZIP=-2.18, Synergy_Bliss=-0.355, Synergy_Loewe=-18.0, Synergy_HSA=-2.90.